Dataset: Reaction yield outcomes from USPTO patents with 853,638 reactions. Task: Predict the reaction yield, written as a fraction of the theoretical maximum amount of product (1.0 means a 100% yield; for example, 0.34 means a 34% yield). The reactants are Br[C:2]1[CH:7]=[CH:6][C:5]([CH2:8][N:9]2[C:14](=[O:15])[C:13]([C:16]([NH:18][CH2:19][C:20]([OH:22])=[O:21])=[O:17])=[C:12]([OH:23])[C:11]([CH:24]([CH3:26])[CH3:25])=[N:10]2)=[CH:4][CH:3]=1.[N+:27]([C:30]1[CH:35]=[CH:34][C:33](B(O)O)=[CH:32][CH:31]=1)([O-:29])=[O:28].C(=O)([O-])[O-].[K+].[K+].Cl. The catalyst is O1CCOCC1.O.C1C=CC([P]([Pd]([P](C2C=CC=CC=2)(C2C=CC=CC=2)C2C=CC=CC=2)([P](C2C=CC=CC=2)(C2C=CC=CC=2)C2C=CC=CC=2)[P](C2C=CC=CC=2)(C2C=CC=CC=2)C2C=CC=CC=2)(C2C=CC=CC=2)C2C=CC=CC=2)=CC=1. The product is [OH:23][C:12]1[C:11]([CH:24]([CH3:26])[CH3:25])=[N:10][N:9]([CH2:8][C:5]2[CH:6]=[CH:7][C:2]([C:33]3[CH:34]=[CH:35][C:30]([N+:27]([O-:29])=[O:28])=[CH:31][CH:32]=3)=[CH:3][CH:4]=2)[C:14](=[O:15])[C:13]=1[C:16]([NH:18][CH2:19][C:20]([OH:22])=[O:21])=[O:17]. The yield is 0.380.